This data is from Forward reaction prediction with 1.9M reactions from USPTO patents (1976-2016). The task is: Predict the product of the given reaction. (1) Given the reactants [NH2:1][C:2]1[CH:10]=[CH:9][C:5]([C:6]([OH:8])=[O:7])=[CH:4][CH:3]=1.[Cl:11][CH2:12][C:13](Cl)=[O:14].Cl, predict the reaction product. The product is: [Cl:11][CH2:12][C:13]([NH:1][C:2]1[CH:10]=[CH:9][C:5]([C:6]([OH:8])=[O:7])=[CH:4][CH:3]=1)=[O:14]. (2) Given the reactants [C:1]([CH2:4][CH2:5][CH2:6][CH2:7][CH2:8][N+:9]1[C:17]2[C:12](=[CH:13][C:14]([S:18]([OH:21])(=[O:20])=[O:19])=[CH:15][CH:16]=2)[C:11]([CH3:29])([CH2:22][CH2:23][CH2:24][S:25]([OH:28])(=[O:27])=[O:26])[C:10]=1/[CH:30]=[CH:31]/[CH:32]=[CH:33]/NC1C=CC=CC=1)([OH:3])=[O:2].[CH3:41][O:42][CH2:43][CH2:44][O:45][CH2:46][CH2:47][N+:48]1[C:56]2[C:51](=[CH:52][C:53]([S:57]([OH:60])(=[O:59])=[O:58])=[CH:54][CH:55]=2)[C:50]([CH3:68])([CH2:61][CH2:62][CH2:63][S:64]([OH:67])(=[O:66])=[O:65])[C:49]=1[CH3:69].C([O-])(=O)C.[Na+:74], predict the reaction product. The product is: [Na+:74].[Na+:74].[Na+:74].[C:1]([CH2:4][CH2:5][CH2:6][CH2:7][CH2:8][N:9]1[C:17]2[C:12](=[CH:13][C:14]([S:18]([OH:21])(=[O:19])=[O:20])=[CH:15][CH:16]=2)[C:11]([CH3:29])([CH2:22][CH2:23][CH2:24][S:25]([OH:28])(=[O:26])=[O:27])/[C:10]/1=[CH:30]\[CH:31]=[CH:32]\[CH:33]=[CH:69]\[C:49]1[C:50]([CH3:68])([CH2:61][CH2:62][CH2:63][S:64]([OH:67])(=[O:66])=[O:65])[C:51]2[C:56](=[CH:55][CH:54]=[C:53]([S:57]([OH:60])(=[O:59])=[O:58])[CH:52]=2)[N+:48]=1[CH2:47][CH2:46][O:45][CH2:44][CH2:43][O:42][CH3:41])([OH:3])=[O:2].